From a dataset of Catalyst prediction with 721,799 reactions and 888 catalyst types from USPTO. Predict which catalyst facilitates the given reaction. (1) Reactant: C1(OC2C=CC=CC=2)C=CC=CC=1.[F:14][C:15]([F:34])([F:33])[C:16]([NH:21][C:22]1[CH:27]=[C:26]([F:28])[CH:25]=[CH:24][C:23]=1[O:29][CH2:30][CH2:31][CH3:32])=[CH:17][C:18]([OH:20])=O. Product: [F:28][C:26]1[CH:25]=[CH:24][C:23]([O:29][CH2:30][CH2:31][CH3:32])=[C:22]2[C:27]=1[C:18](=[O:20])[CH:17]=[C:16]([C:15]([F:14])([F:34])[F:33])[NH:21]2. The catalyst class is: 81. (2) The catalyst class is: 63. Reactant: C([O:8][C:9]1[C:10]([OH:32])=[C:11]([C:30]#[N:31])[C:12]([CH2:17][C:18]2[CH:27]=[CH:26][C:25]3[C:20](=[CH:21][CH:22]=[C:23]([O:28][CH3:29])[CH:24]=3)[CH:19]=2)=[C:13]([CH:16]=1)[C:14]#[N:15])C1C=CC=CC=1. Product: [OH:32][C:10]1[C:9]([OH:8])=[CH:16][C:13]([C:14]#[N:15])=[C:12]([CH2:17][C:18]2[CH:27]=[CH:26][C:25]3[C:20](=[CH:21][CH:22]=[C:23]([O:28][CH3:29])[CH:24]=3)[CH:19]=2)[C:11]=1[C:30]#[N:31]. (3) Reactant: [Br:1][C:2]1[C:12]([O:13][CH2:14][C:15]([F:18])([F:17])[F:16])=[C:11]([Br:19])[CH:10]=[CH:9][C:3]=1[C:4]([O:6]CC)=[O:5].[OH-].[Na+]. Product: [Br:1][C:2]1[C:12]([O:13][CH2:14][C:15]([F:16])([F:17])[F:18])=[C:11]([Br:19])[CH:10]=[CH:9][C:3]=1[C:4]([OH:6])=[O:5]. The catalyst class is: 20. (4) Reactant: [CH2:1]([N:3]([CH2:11][C:12]1[CH:13]=[N:14][CH:15]=[C:16]([C:19]2[CH:20]=[C:21]3[C:25](=[CH:26][CH:27]=2)[N:24]([CH:28]2[CH2:33][CH2:32][CH2:31][CH2:30][O:29]2)[N:23]=[C:22]3[C:34]2[NH:35][C:36]([C:39]([NH:41][CH2:42][C:43]3[CH:44]=NC=CC=3)=[O:40])=[CH:37][N:38]=2)[C:17]=1[CH3:18])[C:4](=[O:10])[O:5][C:6]([CH3:9])([CH3:8])[CH3:7])[CH3:2].[C:49](OC(N(CC1C(C)=C(C2C=C3C(=CC=2)N(C2CCCCO2)N=C3C2NC(C(O)=O)=CN=2)C=NC=1)CC)=O)(C)(C)[CH3:50].C(N(C(C)C)CC)(C)C.[O:99](C1CCNCC1)[C:100]1[CH:105]=[CH:104][CH:103]=[CH:102][CH:101]=1.CN(C(ON1N=NC2C=CC=NC1=2)=[N+](C)C)C.F[P-](F)(F)(F)(F)F. Product: [CH2:1]([N:3]([CH2:11][C:12]1[CH:13]=[N:14][CH:15]=[C:16]([C:19]2[CH:20]=[C:21]3[C:25](=[CH:26][CH:27]=2)[N:24]([CH:28]2[CH2:33][CH2:32][CH2:31][CH2:30][O:29]2)[N:23]=[C:22]3[C:34]2[NH:35][C:36]([C:39]([N:41]3[CH2:42][CH2:43][CH:44]([O:99][C:100]4[CH:105]=[CH:104][CH:103]=[CH:102][CH:101]=4)[CH2:50][CH2:49]3)=[O:40])=[CH:37][N:38]=2)[C:17]=1[CH3:18])[C:4](=[O:10])[O:5][C:6]([CH3:8])([CH3:7])[CH3:9])[CH3:2]. The catalyst class is: 2. (5) Reactant: C1C=C(Cl)C=C(C(OO)=O)C=1.[OH:12][C:13]([CH3:34])([CH3:33])[CH2:14][N:15]1[C:27]2[C:26]3[N:25]=[CH:24][CH:23]=[CH:22][C:21]=3[N:20]=[CH:19][C:18]=2[N:17]=[C:16]1[CH2:28][NH:29][C:30](=[O:32])[CH3:31].[OH-].[NH4+:36].C1(C)C=CC(S(Cl)(=O)=O)=CC=1. Product: [NH2:36][C:19]1[C:18]2[N:17]=[C:16]([CH2:28][NH:29][C:30](=[O:32])[CH3:31])[N:15]([CH2:14][C:13]([OH:12])([CH3:34])[CH3:33])[C:27]=2[C:26]2[N:25]=[CH:24][CH:23]=[CH:22][C:21]=2[N:20]=1. The catalyst class is: 22. (6) Reactant: [C:1]([C:3]1[N:11]=[C:10]2[C:6]([N:7]([CH2:17][C:18]3[CH:23]=[CH:22][C:21]([C:24]([F:27])([F:26])[F:25])=[CH:20][CH:19]=3)[C:8]([C:12](OCC)=[O:13])=[N:9]2)=[C:5]([NH:28][C@@H:29]([CH:31]2[CH2:34][CH2:33][CH2:32]2)[CH3:30])[N:4]=1)#[N:2].[NH2:35][C@H:36]([C:39]1[CH:44]=[CH:43][CH:42]=[CH:41][CH:40]=1)[CH2:37][OH:38]. Product: [C:1]([C:3]1[N:11]=[C:10]2[C:6]([N:7]([CH2:17][C:18]3[CH:23]=[CH:22][C:21]([C:24]([F:25])([F:27])[F:26])=[CH:20][CH:19]=3)[C:8]([C:12]([NH:35][C@H:36]([C:39]3[CH:44]=[CH:43][CH:42]=[CH:41][CH:40]=3)[CH2:37][OH:38])=[O:13])=[N:9]2)=[C:5]([NH:28][C@@H:29]([CH:31]2[CH2:34][CH2:33][CH2:32]2)[CH3:30])[N:4]=1)#[N:2]. The catalyst class is: 11. (7) Reactant: [Br:1][C:2]1[CH:10]=[CH:9][C:8]([F:11])=[C:7]2[C:3]=1[CH2:4][CH:5]([CH3:13])[C:6]2=O.C1COCC1.CO.[BH4-].[Na+]. Product: [Br:1][C:2]1[CH:10]=[CH:9][C:8]([F:11])=[C:7]2[C:3]=1[CH2:4][C:5]([CH3:13])=[CH:6]2. The catalyst class is: 6.